From a dataset of Reaction yield outcomes from USPTO patents with 853,638 reactions. Predict the reaction yield, written as a fraction of the theoretical maximum amount of product (1.0 means a 100% yield; for example, 0.34 means a 34% yield). (1) The reactants are [CH2:1]([CH:8]([C:14]([NH:16][C@H:17]([C:28]1[S:29][CH:30]=[C:31]([CH2:33][CH3:34])[N:32]=1)[CH2:18][C:19]1[CH:24]=[CH:23][C:22]([N+:25]([O-:27])=[O:26])=[CH:21][CH:20]=1)=[O:15])[C:9]([O:11]CC)=O)[C:2]1[CH:7]=[CH:6][CH:5]=[CH:4][CH:3]=1.C(=O)([O-])[O-].[K+].[K+].[C:41](=[N:44]O)([NH2:43])[CH3:42]. The catalyst is C1(C)C=CC=CC=1. The product is [CH2:33]([C:31]1[N:32]=[C:28]([C@@H:17]([NH:16][C:14](=[O:15])[CH:8]([C:9]2[O:11][N:44]=[C:41]([CH3:42])[N:43]=2)[CH2:1][C:2]2[CH:3]=[CH:4][CH:5]=[CH:6][CH:7]=2)[CH2:18][C:19]2[CH:20]=[CH:21][C:22]([N+:25]([O-:27])=[O:26])=[CH:23][CH:24]=2)[S:29][CH:30]=1)[CH3:34]. The yield is 0.940. (2) The yield is 0.940. The reactants are C(Cl)(=O)C(Cl)=O.CS(C)=O.[C:11]([Si:15]([CH3:29])([CH3:28])[O:16][CH2:17][CH2:18][O:19][CH2:20][CH2:21][C:22]([CH3:27])([CH3:26])[CH2:23][CH2:24][OH:25])([CH3:14])([CH3:13])[CH3:12].C(N(CC)CC)C. The catalyst is ClCCl.O. The product is [C:11]([Si:15]([CH3:29])([CH3:28])[O:16][CH2:17][CH2:18][O:19][CH2:20][CH2:21][C:22]([CH3:27])([CH3:26])[CH2:23][CH:24]=[O:25])([CH3:14])([CH3:13])[CH3:12]. (3) The reactants are [CH3:1][S:2]([NH:5][NH2:6])(=[O:4])=[O:3].CCN(C(C)C)C(C)C.C[O:17][C:18](=O)[C:19]1[CH:24]=[C:23]([C:25]2[CH:26]=[N:27][N:28]([CH3:30])[CH:29]=2)[C:22]([C:31]([F:34])([F:33])[F:32])=[CH:21][C:20]=1[NH:35][C:36](OC1C=CC(Cl)=CC=1)=[O:37]. The catalyst is O1CCOCC1. The product is [CH3:30][N:28]1[CH:29]=[C:25]([C:23]2[CH:24]=[C:19]3[C:20](=[CH:21][C:22]=2[C:31]([F:32])([F:33])[F:34])[NH:35][C:36](=[O:37])[N:6]([NH:5][S:2]([CH3:1])(=[O:4])=[O:3])[C:18]3=[O:17])[CH:26]=[N:27]1. The yield is 0.420.